Dataset: Full USPTO retrosynthesis dataset with 1.9M reactions from patents (1976-2016). Task: Predict the reactants needed to synthesize the given product. (1) The reactants are: [N:1]([C:4]([O:6][CH2:7][CH3:8])=[O:5])=[C:2]=S.[Br:9][C:10]1[CH:15]=[CH:14][C:13]([NH2:16])=[CH:12][CH:11]=1.C(N(CC)CC)C.[NH:24]1[CH:28]=[C:27]([C:29]([O:31][CH2:32][CH3:33])=[O:30])[CH:26]=[N:25]1.CCN=C=NCCCN(C)C.Cl. Given the product [CH2:32]([O:31][C:29]([C:27]1[CH:28]=[N:24][N:25]([C:2](=[N:16][C:13]2[CH:14]=[CH:15][C:10]([Br:9])=[CH:11][CH:12]=2)[NH:1][C:4]([O:6][CH2:7][CH3:8])=[O:5])[CH:26]=1)=[O:30])[CH3:33], predict the reactants needed to synthesize it. (2) The reactants are: [Br:1][C:2]1[CH:7]=[CH:6][C:5]([N+:8]([O-])=O)=[C:4]([F:11])[CH:3]=1.[CH:12]([Mg]Br)=[CH2:13].[NH4+].[Cl-]. Given the product [Br:1][C:2]1[CH:7]=[C:6]2[C:5](=[C:4]([F:11])[CH:3]=1)[NH:8][CH:13]=[CH:12]2, predict the reactants needed to synthesize it. (3) Given the product [CH2:12]([CH:11]1[C:10]2[CH:9]=[C:8]([O:19][CH2:20][CH2:21][NH:22][S:23]([CH2:26][CH:27]3[CH2:29][CH2:28]3)(=[O:25])=[O:24])[CH:7]=[CH:6][C:5]=2[CH2:4][CH2:3][CH:2]1[NH:1][CH:32]1[CH2:33][O:30][CH2:31]1)[C:13]1[CH:18]=[CH:17][CH:16]=[CH:15][CH:14]=1, predict the reactants needed to synthesize it. The reactants are: [NH2:1][CH:2]1[CH:11]([CH2:12][C:13]2[CH:18]=[CH:17][CH:16]=[CH:15][CH:14]=2)[C:10]2[CH:9]=[C:8]([O:19][CH2:20][CH2:21][NH:22][S:23]([CH2:26][CH:27]3[CH2:29][CH2:28]3)(=[O:25])=[O:24])[CH:7]=[CH:6][C:5]=2[CH2:4][CH2:3]1.[O:30]1[CH2:33][C:32](=O)[CH2:31]1.C([BH3-])#N.[Na+].[Cl-].[NH4+]. (4) Given the product [Cl:1][C:2]1[N:7]=[C:6]([Cl:8])[C:5]([F:9])=[C:4]([C:14]2[CH:15]=[CH:20][CH:18]=[CH:19][CH:13]=2)[N:3]=1, predict the reactants needed to synthesize it. The reactants are: [Cl:1][C:2]1[N:7]=[C:6]([Cl:8])[C:5]([F:9])=[CH:4][N:3]=1.ClC1N=[C:15](Cl)[CH:14]=[CH:13]N=1.[C:18]([Li])(C)([CH3:20])[CH3:19]. (5) Given the product [Cl:21][C:16]1[N:15]=[C:14]([C:13]2[CH:12]=[N:23][N:24]3[CH:29]=[CH:28][CH:27]=[CH:26][C:25]=23)[C:19]([CH3:20])=[CH:18][N:17]=1, predict the reactants needed to synthesize it. The reactants are: C([O-])([O-])=O.[K+].[K+].C(O/[CH:12]=[CH:13]/[C:14]1[C:19]([CH3:20])=[CH:18][N:17]=[C:16]([Cl:21])[N:15]=1)CCC.[I-].[NH2:23][N+:24]1[CH:29]=[CH:28][CH:27]=[CH:26][CH:25]=1.C(Cl)Cl. (6) Given the product [Br:22][C:23]1[CH:29]=[CH:28][CH:27]=[C:26]([F:30])[C:24]=1[N:25]=[C:4]([CH2:5][CH2:6][C:7]([O:9][CH2:10][CH3:11])=[O:8])[CH2:12][CH2:13][C:14]([O:16][CH2:17][CH3:18])=[O:15], predict the reactants needed to synthesize it. The reactants are: C(O[C:4](OCC)([CH2:12][CH2:13][C:14]([O:16][CH2:17][CH3:18])=[O:15])[CH2:5][CH2:6][C:7]([O:9][CH2:10][CH3:11])=[O:8])C.[Br:22][C:23]1[CH:29]=[CH:28][CH:27]=[C:26]([F:30])[C:24]=1[NH2:25].C(O)(=O)C. (7) Given the product [C:21]([O:25][C:26]([NH:28][C@@H:29]1[CH2:34][CH2:33][CH2:32][N:31]([C:35]2[C:49]([CH2:50][C:51]3[CH:56]=[CH:55][CH:54]=[CH:53][C:52]=3[Cl:57])=[C:38]3[C:39](=[O:48])[N:40]([CH2:10][C:11]4[C:20]5[C:15](=[CH:16][CH:17]=[CH:18][CH:19]=5)[CH:14]=[CH:13][CH:12]=4)[C:41]([C:43]([O:45][CH2:46][CH3:47])=[O:44])=[CH:42][N:37]3[N:36]=2)[CH2:30]1)=[O:27])([CH3:22])([CH3:23])[CH3:24], predict the reactants needed to synthesize it. The reactants are: [I-].[Na+].C(=O)([O-])[O-].[K+].[K+].Cl[CH2:10][C:11]1[C:20]2[C:15](=[CH:16][CH:17]=[CH:18][CH:19]=2)[CH:14]=[CH:13][CH:12]=1.[C:21]([O:25][C:26]([NH:28][C@@H:29]1[CH2:34][CH2:33][CH2:32][N:31]([C:35]2[C:49]([CH2:50][C:51]3[CH:56]=[CH:55][CH:54]=[CH:53][C:52]=3[Cl:57])=[C:38]3[C:39](=[O:48])[NH:40][C:41]([C:43]([O:45][CH2:46][CH3:47])=[O:44])=[CH:42][N:37]3[N:36]=2)[CH2:30]1)=[O:27])([CH3:24])([CH3:23])[CH3:22]. (8) Given the product [Cl:1][C:2]1[CH:3]=[CH:4][C:5]([O:28][CH2:29][CH:30]([CH3:32])[CH3:31])=[C:6]([CH2:8][N:9]2[C:13]([CH3:14])=[CH:12][C:11]([C:15]([NH:17][C:18]3[CH:23]=[CH:22][C:21]([CH:24]=[O:25])=[C:20]([O:26][CH3:27])[CH:19]=3)=[O:16])=[N:10]2)[CH:7]=1, predict the reactants needed to synthesize it. The reactants are: [Cl:1][C:2]1[CH:3]=[CH:4][C:5]([O:28][CH2:29][CH:30]([CH3:32])[CH3:31])=[C:6]([CH2:8][N:9]2[C:13]([CH3:14])=[CH:12][C:11]([C:15]([NH:17][C:18]3[CH:23]=[CH:22][C:21]([CH2:24][OH:25])=[C:20]([O:26][CH3:27])[CH:19]=3)=[O:16])=[N:10]2)[CH:7]=1. (9) The reactants are: [NH2:1][C:2]1[C:7]2=[C:8]([C:13]3[CH:18]=[CH:17][C:16]([NH:19][C:20]([NH:22][C:23]4[CH:28]=[C:27]([C:29]([F:32])([F:31])[F:30])[CH:26]=[CH:25][N:24]=4)=[O:21])=[CH:15][CH:14]=3)[C:9]([CH2:11][CH3:12])=[CH:10][N:6]2[N:5]=[CH:4][N:3]=1.[NH:33]1[CH2:38][CH2:37][O:36][CH2:35][CH2:34]1.[CH2:39]=O. Given the product [NH2:1][C:2]1[C:7]2=[C:8]([C:13]3[CH:18]=[CH:17][C:16]([NH:19][C:20]([NH:22][C:23]4[CH:28]=[C:27]([C:29]([F:32])([F:31])[F:30])[CH:26]=[CH:25][N:24]=4)=[O:21])=[CH:15][CH:14]=3)[C:9]([CH2:11][CH3:12])=[C:10]([CH2:39][N:33]3[CH2:38][CH2:37][O:36][CH2:35][CH2:34]3)[N:6]2[N:5]=[CH:4][N:3]=1, predict the reactants needed to synthesize it. (10) Given the product [CH2:1]([O:3][C:4](=[O:18])[CH:5]([O:15][CH2:16][CH3:17])[CH2:6][C:7]1[CH:12]=[CH:11][C:10]([O:13][CH2:25][C:24]2[S:23][C:22]([C:27]3[CH:28]=[CH:29][C:30]([C:33]([F:36])([F:34])[F:35])=[CH:31][CH:32]=3)=[N:21][C:20]=2[CH3:19])=[C:9]([F:14])[CH:8]=1)[CH3:2], predict the reactants needed to synthesize it. The reactants are: [CH2:1]([O:3][C:4](=[O:18])[CH:5]([O:15][CH2:16][CH3:17])[CH2:6][C:7]1[CH:12]=[CH:11][C:10]([OH:13])=[C:9]([F:14])[CH:8]=1)[CH3:2].[CH3:19][C:20]1[N:21]=[C:22]([C:27]2[CH:32]=[CH:31][C:30]([C:33]([F:36])([F:35])[F:34])=[CH:29][CH:28]=2)[S:23][C:24]=1[CH2:25]O.C1(P(C2C=CC=CC=2)C2C=CC=CC=2)C=CC=CC=1.N(C(OCC)=O)=NC(OCC)=O.